Dataset: Full USPTO retrosynthesis dataset with 1.9M reactions from patents (1976-2016). Task: Predict the reactants needed to synthesize the given product. (1) Given the product [C:8]([C:7]1[CH:10]=[C:11]([C:14]2[O:18][N:17]=[C:16]([C:19]3[CH:29]=[CH:28][C:22]4[CH2:23][CH2:24][N:25]([CH2:41][CH2:40][CH2:39][C:38]([O:37][CH2:35][CH3:36])=[O:43])[CH2:26][CH2:27][C:21]=4[CH:20]=3)[N:15]=2)[CH:12]=[CH:13][C:6]=1[O:5][CH:3]([CH3:2])[CH3:4])#[N:9], predict the reactants needed to synthesize it. The reactants are: Cl.[CH3:2][CH:3]([O:5][C:6]1[CH:13]=[CH:12][C:11]([C:14]2[O:18][N:17]=[C:16]([C:19]3[CH:29]=[CH:28][C:22]4[CH2:23][CH2:24][NH:25][CH2:26][CH2:27][C:21]=4[CH:20]=3)[N:15]=2)=[CH:10][C:7]=1[C:8]#[N:9])[CH3:4].CN(C=O)C.[CH2:35]([O:37][C:38](=[O:43])[CH2:39][CH2:40][CH2:41]Br)[CH3:36].C(=O)([O-])[O-].[K+].[K+]. (2) Given the product [Cl:1][C:2]1[CH:7]=[C:6]([Cl:8])[CH:5]=[CH:4][C:3]=1[CH2:9][C:10]([CH2:19][NH:20][N:21]=[C:22]([CH3:27])[C:23]([O:25][CH3:26])=[O:24])=[O:12], predict the reactants needed to synthesize it. The reactants are: [Cl:1][C:2]1[CH:7]=[C:6]([Cl:8])[CH:5]=[CH:4][C:3]=1[CH2:9][C:10]([OH:12])=O.C(Cl)(=O)C(Cl)=O.[CH3:19][NH:20][N:21]=[C:22]([CH3:27])[C:23]([O:25][CH3:26])=[O:24].C(N(CC)CC)C. (3) Given the product [ClH:1].[Cl:18][CH2:17][CH2:16][CH2:15][O:14][C:8]1[CH:7]=[C:6]2[C:11]([CH:2]=[N:3][C:4]([NH:21][C:22]3[CH:26]=[CH:25][N:24]([CH2:27][C:28]([NH:30][C:31]4[CH:36]=[CH:35][CH:34]=[C:33]([F:37])[CH:32]=4)=[O:29])[N:23]=3)=[N:5]2)=[CH:10][C:9]=1[O:12][CH3:13], predict the reactants needed to synthesize it. The reactants are: [Cl:1][C:2]1[C:11]2[C:6](=[CH:7][C:8]([O:14][CH2:15][CH2:16][CH2:17][Cl:18](=O)=O)=[C:9]([O:12][CH3:13])[CH:10]=2)[N:5]=[CH:4][N:3]=1.[NH2:21][C:22]1[CH:26]=[CH:25][N:24]([CH2:27][C:28]([NH:30][C:31]2[CH:36]=[CH:35][CH:34]=[C:33]([F:37])[CH:32]=2)=[O:29])[N:23]=1. (4) Given the product [NH:2]1[C:6]2[CH:7]=[CH:8][CH:9]=[CH:10][C:5]=2[N:4]=[C:3]1[C@H:11]([NH:21][C:34]([NH:33][CH2:32][CH2:31][C:26]1[CH:27]=[CH:28][CH:29]=[CH:30][C:25]=1[O:24][CH2:22][CH3:23])=[O:35])[CH2:12][C:13]1[CH:18]=[CH:17][C:16]([O:19][CH3:20])=[CH:15][CH:14]=1, predict the reactants needed to synthesize it. The reactants are: Cl.[NH:2]1[C:6]2[CH:7]=[CH:8][CH:9]=[CH:10][C:5]=2[N:4]=[C:3]1[C@H:11]([NH2:21])[CH2:12][C:13]1[CH:18]=[CH:17][C:16]([O:19][CH3:20])=[CH:15][CH:14]=1.[CH2:22]([O:24][C:25]1[CH:30]=[CH:29][CH:28]=[CH:27][C:26]=1[CH2:31][CH2:32][NH2:33])[CH3:23].[C:34](O)(C(F)(F)F)=[O:35]. (5) The reactants are: [CH3:1][C:2]1[CH:7]=[C:6](B2OC(C)(C)C(C)(C)O2)[CH:5]=[C:4]([CH3:17])[C:3]=1[C:18]1[C:19](=[O:28])[CH:20]([CH2:25][C:26]#[CH:27])[CH2:21][C:22]=1[O:23][CH3:24].Br[C:30]1[N:35]=[CH:34][C:33]([Cl:36])=[CH:32][N:31]=1.COCCOC.C(=O)([O-])[O-].[K+].[K+]. Given the product [Cl:36][C:33]1[CH:32]=[N:31][C:30]([C:6]2[CH:5]=[C:4]([CH3:17])[C:3]([C:18]3[C:19](=[O:28])[CH:20]([CH2:25][C:26]#[CH:27])[CH2:21][C:22]=3[O:23][CH3:24])=[C:2]([CH3:1])[CH:7]=2)=[N:35][CH:34]=1, predict the reactants needed to synthesize it. (6) The reactants are: [CH:1]1([S:4]([NH:7][C@@H:8]2[CH2:12][C@H:11]([C:13]([O:15][CH2:16][CH3:17])=[O:14])[C@H:10]([CH2:18][CH3:19])[CH2:9]2)(=[O:6])=[O:5])[CH2:3][CH2:2]1.NC1CC(C(OCC)=O)C(CC)C1.C1(S(Cl)(=O)=O)CC1. Given the product [CH:1]1([S:4]([NH:7][CH:8]2[CH2:12][CH:11]([C:13]([O:15][CH2:16][CH3:17])=[O:14])[CH:10]([CH2:18][CH3:19])[CH2:9]2)(=[O:6])=[O:5])[CH2:2][CH2:3]1, predict the reactants needed to synthesize it. (7) Given the product [Br:1][C:2]1[N:3]=[C:4]([CH2:21][CH3:22])[C:5]([NH:10][CH:11]2[C:19]3=[N:27][CH:17]=[CH:16][CH:15]=[C:14]3[CH2:13][CH2:12]2)=[N:6][C:7]=1[CH2:8][CH3:9], predict the reactants needed to synthesize it. The reactants are: [Br:1][C:2]1[N:3]=[C:4]([CH2:21][CH3:22])[C:5]([NH:10][C@@H:11]2[C:19]3[C:14](=[CH:15][CH:16]=[CH:17]C=3)[CH2:13][C@@H:12]2O)=[N:6][C:7]=1[CH2:8][CH3:9].C(C1C(NC2C3=NC=CC=C3CC2)=[N:27]C(CC)=CN=1)C. (8) The reactants are: [ClH:1].C(OC([N:9]([CH:43]1[CH2:47][CH2:46][CH2:45][CH2:44]1)[CH2:10][CH2:11][CH2:12][C:13]1[CH:18]=[CH:17][C:16]([C:19]([C:21]2[N:29]3[C:24]([CH:25]=[C:26]([C:30]([N:32]([CH:38]([CH3:40])[CH3:39])[CH2:33][C:34]([O:36][CH3:37])=[O:35])=[O:31])[CH:27]=[CH:28]3)=[CH:23][C:22]=2[CH2:41][CH3:42])=[O:20])=[CH:15][CH:14]=1)=O)(C)(C)C. Given the product [ClH:1].[CH:43]1([NH:9][CH2:10][CH2:11][CH2:12][C:13]2[CH:18]=[CH:17][C:16]([C:19]([C:21]3[N:29]4[C:24]([CH:25]=[C:26]([C:30]([N:32]([CH:38]([CH3:39])[CH3:40])[CH2:33][C:34]([O:36][CH3:37])=[O:35])=[O:31])[CH:27]=[CH:28]4)=[CH:23][C:22]=3[CH2:41][CH3:42])=[O:20])=[CH:15][CH:14]=2)[CH2:47][CH2:46][CH2:45][CH2:44]1, predict the reactants needed to synthesize it. (9) Given the product [CH:1]([O:4][C:5]([N:7]1[CH2:8][CH2:9][CH:10]([O:13][N:14]=[C:15]2[CH2:16][CH2:17][N:18]([C:21]3[CH:26]=[C:25]([F:27])[C:24]([CH2:28][NH2:54])=[CH:23][C:22]=3[F:30])[CH2:19][CH2:20]2)[CH2:11][CH2:12]1)=[O:6])([CH3:2])[CH3:3], predict the reactants needed to synthesize it. The reactants are: [CH:1]([O:4][C:5]([N:7]1[CH2:12][CH2:11][CH:10]([O:13][N:14]=[C:15]2[CH2:20][CH2:19][N:18]([C:21]3[CH:26]=[C:25]([F:27])[C:24]([CH2:28]O)=[CH:23][C:22]=3[F:30])[CH2:17][CH2:16]2)[CH2:9][CH2:8]1)=[O:6])([CH3:3])[CH3:2].C1(P(C2C=CC=CC=2)C2C=CC=CC=2)C=CC=CC=1.C1(=O)[NH:54]C(=O)C2=CC=CC=C12.CCOC(/N=N/C(OCC)=O)=O. (10) Given the product [CH3:28][O:27][C:26]1[C:3](=[O:2])[C:4]([CH3:33])=[C:5]([CH2:6][C:7]2[C:12]([C:13]([OH:15])=[O:14])=[C:11]([O:16][CH2:17][C:18]3[CH:23]=[CH:22][CH:21]=[CH:20][CH:19]=3)[CH:10]=[CH:9][CH:8]=2)[C:24](=[O:31])[C:25]=1[O:29][CH3:30], predict the reactants needed to synthesize it. The reactants are: C[O:2][C:3]1[C:4]([CH3:33])=[C:5]([C:24]([O:31]C)=[C:25]([O:29][CH3:30])[C:26]=1[O:27][CH3:28])[CH2:6][C:7]1[C:12]([C:13]([OH:15])=[O:14])=[C:11]([O:16][CH2:17][C:18]2[CH:23]=[CH:22][CH:21]=[CH:20][CH:19]=2)[CH:10]=[CH:9][CH:8]=1.O=[N+]([O-])[O-].[O-][N+](=O)[O-].[O-][N+](=O)[O-].[O-][N+](=O)[O-].[O-][N+](=O)[O-].[O-][N+](=O)[O-].[Ce+4].[NH4+].[NH4+].